Dataset: Full USPTO retrosynthesis dataset with 1.9M reactions from patents (1976-2016). Task: Predict the reactants needed to synthesize the given product. (1) Given the product [C:1]([O:5][C:6]([N:8]1[C@H:12]([CH2:13][CH3:14])[CH2:11][C@H:10]([NH:29][CH2:28][C:27]2[CH:30]=[C:31]([C:33]([F:34])([F:35])[F:36])[CH:32]=[C:25]([C:24]([F:23])([F:37])[F:38])[CH:26]=2)[C@@H:9]1[CH2:16][C:17]1[CH:22]=[CH:21][CH:20]=[CH:19][CH:18]=1)=[O:7])([CH3:4])([CH3:3])[CH3:2], predict the reactants needed to synthesize it. The reactants are: [C:1]([O:5][C:6]([N:8]1[C@H:12]([CH2:13][CH3:14])[CH2:11][C:10](=O)[C@@H:9]1[CH2:16][C:17]1[CH:22]=[CH:21][CH:20]=[CH:19][CH:18]=1)=[O:7])([CH3:4])([CH3:3])[CH3:2].[F:23][C:24]([F:38])([F:37])[C:25]1[CH:26]=[C:27]([CH:30]=[C:31]([C:33]([F:36])([F:35])[F:34])[CH:32]=1)[CH2:28][NH2:29].[BH4-].[Na+].O. (2) The reactants are: [CH3:1][O:2][C@H:3]1[CH2:8][CH2:7][CH2:6][C@@H:5]([NH:9][C:10]2[C:15]([C:16]([O:18]CC)=[O:17])=[CH:14][N:13]=[C:12]([S:21][CH3:22])[N:11]=2)[CH2:4]1.[OH-].[Na+].C(O)(=O)CC(CC(O)=O)(C(O)=O)O. Given the product [CH3:1][O:2][C@H:3]1[CH2:8][CH2:7][CH2:6][C@@H:5]([NH:9][C:10]2[C:15]([C:16]([OH:18])=[O:17])=[CH:14][N:13]=[C:12]([S:21][CH3:22])[N:11]=2)[CH2:4]1, predict the reactants needed to synthesize it. (3) Given the product [Br:1][C:2]1[CH:3]=[CH:4][C:5]([S:9][CH2:8][CH3:10])=[C:6]([CH:11]=1)[NH2:7], predict the reactants needed to synthesize it. The reactants are: [Br:1][C:2]1[CH:3]=[CH:4][C:5]2[S:9][C:8]([CH3:10])=[N:7][C:6]=2[CH:11]=1.NC1C=C(OCC)C=CC=1S. (4) Given the product [CH2:2]1[CH:1]([NH:4][C:5]2[C:6]3[N:7]=[CH:8][N:9]([C@H:20]4[CH:21]=[CH:22][C@@H:23]([CH2:25][OH:26])[CH2:24]4)[C:10]=3[N:11]=[C:12]([NH2:14])[N:13]=2)[CH2:3]1.[CH2:2]1[CH:1]([NH:4][C:5]2[C:6]3[N:7]=[CH:8][N:9]([C@H:20]4[CH:21]=[CH:22][C@@H:23]([CH2:25][OH:26])[CH2:24]4)[C:10]=3[N:11]=[C:12]([NH2:14])[N:13]=2)[CH2:3]1.[OH:32][S:30]([OH:33])(=[O:31])=[O:29], predict the reactants needed to synthesize it. The reactants are: [CH:1]1([NH:4][C:5]2[N:13]=[C:12]([NH:14]C(=O)C(C)C)[N:11]=[C:10]3[C:6]=2[N:7]=[CH:8][N:9]3[C@@H:20]2[CH2:24][C@H:23]([CH2:25][OH:26])[CH:22]=[CH:21]2)[CH2:3][CH2:2]1.[OH-].[Na+].[OH:29][S:30]([OH:33])(=[O:32])=[O:31]. (5) Given the product [Br:26][CH2:15][C:13]1[CH:14]=[C:8]2[C:7](=[O:23])[N:6]([CH2:5][C@H:3]3[CH2:4][C:2]3([F:24])[F:1])[CH2:11][CH2:10][N:9]2[N:12]=1, predict the reactants needed to synthesize it. The reactants are: [F:1][C:2]1([F:24])[CH2:4][C@@H:3]1[CH2:5][N:6]1[CH2:11][CH2:10][N:9]2[N:12]=[C:13]([CH2:15]OC3C=CC=CC=3)[CH:14]=[C:8]2[C:7]1=[O:23].B(Br)(Br)[Br:26].